This data is from Serine/threonine kinase 33 screen with 319,792 compounds. The task is: Binary Classification. Given a drug SMILES string, predict its activity (active/inactive) in a high-throughput screening assay against a specified biological target. The compound is o1c2c(c(CN3CCCCC3)cc1=O)cc(cc2C)C. The result is 0 (inactive).